Predict the reaction yield, written as a fraction of the theoretical maximum amount of product (1.0 means a 100% yield; for example, 0.34 means a 34% yield). From a dataset of Reaction yield outcomes from USPTO patents with 853,638 reactions. (1) The reactants are [ClH:1].C(OC([NH:9][CH2:10][C@H:11]([N:16]1[CH2:21][CH2:20][N:19]([S:22]([CH3:25])(=[O:24])=[O:23])[CH2:18][CH2:17]1)[C:12]([O:14][CH3:15])=[O:13])=O)(C)(C)C. The catalyst is C(O)(C)C.CO. The product is [ClH:1].[NH2:9][CH2:10][C@H:11]([N:16]1[CH2:21][CH2:20][N:19]([S:22]([CH3:25])(=[O:24])=[O:23])[CH2:18][CH2:17]1)[C:12]([O:14][CH3:15])=[O:13]. The yield is 1.00. (2) The reactants are CCN(C(C)C)C(C)C.[Li]CCCC.[Cl:15][C:16]1[CH:24]=[CH:23][C:19]([C:20]([OH:22])=[O:21])=[CH:18][C:17]=1[F:25].[Br:26]C(Cl)(Cl)C(Br)(Cl)Cl. The catalyst is C1COCC1. The product is [Br:26][C:18]1[C:17]([F:25])=[C:16]([Cl:15])[CH:24]=[CH:23][C:19]=1[C:20]([OH:22])=[O:21]. The yield is 0.833. (3) The reactants are Cl[C:2]1[NH:10][C:9]2[C:4](=[N:5][CH:6]=[CH:7][CH:8]=2)[C:3]=1[C:11]#[N:12].[OH:13][CH:14]1[CH2:19][CH2:18][NH:17][CH2:16][CH2:15]1. No catalyst specified. The product is [OH:13][CH:14]1[CH2:19][CH2:18][N:17]([C:2]2[NH:10][C:9]3[C:4](=[N:5][CH:6]=[CH:7][CH:8]=3)[C:3]=2[C:11]#[N:12])[CH2:16][CH2:15]1. The yield is 0.430. (4) The reactants are [C@H:1]([NH:5][C:6]1[C:7]([C:20]#[N:21])=[CH:8][C:9]([C:16]([F:19])([F:18])[F:17])=[C:10]([CH:15]=1)[C:11]([O:13][CH3:14])=[O:12])([CH2:3][CH3:4])[CH3:2].OO.C(=O)([O-])[O-:25].[K+].[K+]. The catalyst is CS(C)=O. The product is [C@H:1]([NH:5][C:6]1[C:7]([C:20]([NH2:21])=[O:25])=[CH:8][C:9]([C:16]([F:19])([F:18])[F:17])=[C:10]([CH:15]=1)[C:11]([O:13][CH3:14])=[O:12])([CH2:3][CH3:4])[CH3:2]. The yield is 0.570. (5) The reactants are Cl[CH2:2][CH2:3][CH2:4][C:5]([N:7]([CH3:10])[O:8][CH3:9])=[O:6].C([O-])([O-])=O.[K+].[K+].[NH:17]1[CH2:22][CH2:21][O:20][CH2:19][CH2:18]1. The catalyst is CC#N. The product is [CH3:10][N:7]([O:8][CH3:9])[C:5](=[O:6])[CH2:4][CH2:3][CH2:2][N:17]1[CH2:22][CH2:21][O:20][CH2:19][CH2:18]1. The yield is 0.440.